From a dataset of Peptide-MHC class II binding affinity with 134,281 pairs from IEDB. Regression. Given a peptide amino acid sequence and an MHC pseudo amino acid sequence, predict their binding affinity value. This is MHC class II binding data. (1) The peptide sequence is MAAHKFMVAMFLAVA. The MHC is HLA-DPA10103-DPB10201 with pseudo-sequence HLA-DPA10103-DPB10201. The binding affinity (normalized) is 0.749. (2) The peptide sequence is EPIAAYHFDLSGIAF. The MHC is DRB1_0301 with pseudo-sequence DRB1_0301. The binding affinity (normalized) is 0.101. (3) The peptide sequence is TANVPPADKYKTLEA. The MHC is DRB1_1001 with pseudo-sequence DRB1_1001. The binding affinity (normalized) is 0.467. (4) The peptide sequence is YDNFLANVSTVLTGK. The MHC is DRB1_0404 with pseudo-sequence DRB1_0404. The binding affinity (normalized) is 0.667. (5) The peptide sequence is RVIRGKKGAGGITIK. The MHC is DRB1_0901 with pseudo-sequence DRB1_0901. The binding affinity (normalized) is 0.303. (6) The peptide sequence is LVGPTPINIIGRNLLTQIGC. The MHC is DRB1_0101 with pseudo-sequence DRB1_0101. The binding affinity (normalized) is 0.278.